From a dataset of NCI-60 drug combinations with 297,098 pairs across 59 cell lines. Regression. Given two drug SMILES strings and cell line genomic features, predict the synergy score measuring deviation from expected non-interaction effect. (1) Drug 1: COC1=CC(=CC(=C1O)OC)C2C3C(COC3=O)C(C4=CC5=C(C=C24)OCO5)OC6C(C(C7C(O6)COC(O7)C8=CC=CS8)O)O. Drug 2: C1=CC=C(C=C1)NC(=O)CCCCCCC(=O)NO. Cell line: NCI-H226. Synergy scores: CSS=36.5, Synergy_ZIP=3.07, Synergy_Bliss=9.60, Synergy_Loewe=5.92, Synergy_HSA=10.1. (2) Drug 1: C1=CC(=CC=C1CC(C(=O)O)N)N(CCCl)CCCl.Cl. Drug 2: C(CCl)NC(=O)N(CCCl)N=O. Cell line: DU-145. Synergy scores: CSS=0.226, Synergy_ZIP=1.14, Synergy_Bliss=3.22, Synergy_Loewe=-2.91, Synergy_HSA=-0.562. (3) Drug 1: CNC(=O)C1=CC=CC=C1SC2=CC3=C(C=C2)C(=NN3)C=CC4=CC=CC=N4. Drug 2: CCN(CC)CCNC(=O)C1=C(NC(=C1C)C=C2C3=C(C=CC(=C3)F)NC2=O)C. Cell line: CAKI-1. Synergy scores: CSS=16.4, Synergy_ZIP=-2.94, Synergy_Bliss=-1.57, Synergy_Loewe=0.0922, Synergy_HSA=-0.564. (4) Drug 1: CC1=CC2C(CCC3(C2CCC3(C(=O)C)OC(=O)C)C)C4(C1=CC(=O)CC4)C. Drug 2: C1=NC(=NC(=O)N1C2C(C(C(O2)CO)O)O)N. Cell line: HT29. Synergy scores: CSS=11.5, Synergy_ZIP=-1.28, Synergy_Bliss=4.70, Synergy_Loewe=-2.72, Synergy_HSA=3.32. (5) Synergy scores: CSS=5.33, Synergy_ZIP=3.79, Synergy_Bliss=6.33, Synergy_Loewe=5.39, Synergy_HSA=4.59. Cell line: EKVX. Drug 2: C1CCC(C(C1)N)N.C(=O)(C(=O)[O-])[O-].[Pt+4]. Drug 1: CC1C(C(CC(O1)OC2CC(CC3=C2C(=C4C(=C3O)C(=O)C5=C(C4=O)C(=CC=C5)OC)O)(C(=O)CO)O)N)O.Cl. (6) Drug 1: C1C(C(OC1N2C=NC3=C(N=C(N=C32)Cl)N)CO)O. Drug 2: CCN(CC)CCNC(=O)C1=C(NC(=C1C)C=C2C3=C(C=CC(=C3)F)NC2=O)C. Cell line: NCI-H460. Synergy scores: CSS=0.384, Synergy_ZIP=-2.06, Synergy_Bliss=-1.18, Synergy_Loewe=-8.49, Synergy_HSA=-4.40.